Dataset: Reaction yield outcomes from USPTO patents with 853,638 reactions. Task: Predict the reaction yield, written as a fraction of the theoretical maximum amount of product (1.0 means a 100% yield; for example, 0.34 means a 34% yield). (1) The reactants are [Cl:1][C:2]1[CH:7]=[CH:6][C:5]([C:8]2[CH:13]=[CH:12][N:11]=[C:10]([NH:14][C:15]3[CH:20]=[CH:19][C:18]([C:21]([N:23]4[CH2:28][CH2:27][C:26](=O)[CH2:25][CH2:24]4)=[O:22])=[CH:17][CH:16]=3)[N:9]=2)=[CH:4][CH:3]=1.[CH:30]([NH2:33])([CH3:32])[CH3:31].C([BH3-])#N.[Na+].Cl. The catalyst is CCO.CCOCC. The product is [ClH:1].[CH3:31][CH:30]([NH:33][CH:26]1[CH2:27][CH2:28][N:23]([C:21]([C:18]2[CH:17]=[CH:16][C:15]([NH:14][C:10]3[N:9]=[C:8]([C:5]4[CH:6]=[CH:7][C:2]([Cl:1])=[CH:3][CH:4]=4)[CH:13]=[CH:12][N:11]=3)=[CH:20][CH:19]=2)=[O:22])[CH2:24][CH2:25]1)[CH3:32]. The yield is 0.300. (2) The reactants are [CH3:1][C:2]1[C:6]([C:7]2[O:8][C:9]3[CH:15]=[CH:14][C:13]([CH2:16][C:17]([O:19]C)=[O:18])=[CH:12][C:10]=3[CH:11]=2)=[C:5]([CH3:21])[O:4][N:3]=1.[OH-].[Na+]. The catalyst is CO.O. The product is [CH3:1][C:2]1[C:6]([C:7]2[O:8][C:9]3[CH:15]=[CH:14][C:13]([CH2:16][C:17]([OH:19])=[O:18])=[CH:12][C:10]=3[CH:11]=2)=[C:5]([CH3:21])[O:4][N:3]=1. The yield is 0.640. (3) The reactants are [CH3:1][O:2][C:3]([C:5]1[S:6][C:7]([C:11]2[CH:16]=[CH:15][C:14]([F:17])=[CH:13][CH:12]=2)=[CH:8][C:9]=1[NH2:10])=[O:4].CO[C:20]([CH3:22])=[CH2:21].CC(O)=O.[BH-](OC(C)=O)(OC(C)=O)OC(C)=O.[Na+].C([O-])(O)=O.[Na+]. The catalyst is ClCCCl.CCOC(C)=O.O. The product is [CH3:1][O:2][C:3]([C:5]1[S:6][C:7]([C:11]2[CH:16]=[CH:15][C:14]([F:17])=[CH:13][CH:12]=2)=[CH:8][C:9]=1[NH:10][CH:20]([CH3:22])[CH3:21])=[O:4]. The yield is 0.920.